This data is from Forward reaction prediction with 1.9M reactions from USPTO patents (1976-2016). The task is: Predict the product of the given reaction. Given the reactants [CH:1]1[C:14]2[C:5](=[N:6][CH:7]=[C:8]3[C:13]=2[CH:12]=[CH:11][CH:10]=[CH:9]3)[CH:4]=[CH:3][CH:2]=1.[CH2:15]1[O:23][C:22]2[C:17](=[CH:18][CH:19]=[C-:20][CH:21]=2)[O:16]1.[Mg+2].[Br-].[S:26](Cl)([C:29]1[CH:35]=[CH:34][C:32]([CH3:33])=[CH:31][CH:30]=1)(=[O:28])=[O:27], predict the reaction product. The product is: [O:16]1[C:17]2[CH:18]=[CH:19][C:20]([CH:7]3[C:8]4[C:13](=[CH:12][CH:11]=[CH:10][CH:9]=4)[C:14]4[CH:1]=[CH:2][CH:3]=[CH:4][C:5]=4[N:6]3[S:26]([C:29]3[CH:35]=[CH:34][C:32]([CH3:33])=[CH:31][CH:30]=3)(=[O:28])=[O:27])=[CH:21][C:22]=2[O:23][CH2:15]1.